Dataset: Forward reaction prediction with 1.9M reactions from USPTO patents (1976-2016). Task: Predict the product of the given reaction. (1) Given the reactants [C:1]([O:5][C:6]([N:8]1[CH2:12][C@@H:11]([O:13][CH3:14])[C@H:10]([C:15]#[N:16])[CH2:9]1)=[O:7])([CH3:4])([CH3:3])[CH3:2].CC[OH:19], predict the reaction product. The product is: [C:11]([OH:13])(=[O:19])[CH3:12].[C:1]([O:5][C:6]([N:8]1[CH2:12][C@@H:11]([O:13][CH3:14])[C@H:10]([CH2:15][NH2:16])[CH2:9]1)=[O:7])([CH3:4])([CH3:3])[CH3:2]. (2) Given the reactants [CH2:1]1[C:9]2[C:4](=[CH:5][C:6]([NH2:10])=[CH:7][CH:8]=2)[CH2:3][C:2]21[O:14][CH2:13][CH2:12][O:11]2.Cl[C:16]([O:18][C:19]1[CH:24]=[CH:23][CH:22]=[CH:21][CH:20]=1)=[O:17].C(N(CC)CC)C, predict the reaction product. The product is: [C:19]1([O:18][C:16](=[O:17])[NH:10][C:6]2[CH:5]=[C:4]3[C:9](=[CH:8][CH:7]=2)[CH2:1][C:2]2([O:11][CH2:12][CH2:13][O:14]2)[CH2:3]3)[CH:24]=[CH:23][CH:22]=[CH:21][CH:20]=1. (3) Given the reactants [C:1]([O:5][C:6]([N:8]1[CH2:12][C:11](=[N:13][O:14][CH3:15])[CH2:10][C@H:9]1[C:16]([OH:18])=O)=[O:7])([CH3:4])([CH3:3])[CH3:2].[C:19]1([NH2:26])[C:20]([NH2:25])=[CH:21][CH:22]=[CH:23][CH:24]=1.C(Cl)CCl, predict the reaction product. The product is: [NH2:25][C:20]1[CH:21]=[CH:22][CH:23]=[CH:24][C:19]=1[NH:26][C:16]([C@@H:9]1[CH2:10][C:11](=[N:13][O:14][CH3:15])[CH2:12][N:8]1[C:6]([O:5][C:1]([CH3:2])([CH3:3])[CH3:4])=[O:7])=[O:18]. (4) Given the reactants [CH3:1][O:2][C:3]1[CH:8]=[CH:7][C:6]([CH:9]([N:11]2[CH2:16][CH2:15][C:14]([CH2:18][C:19](=[O:26])[C:20]3[CH:25]=[CH:24][CH:23]=[CH:22][CH:21]=3)(O)[CH2:13][CH2:12]2)[CH3:10])=[CH:5][CH:4]=1.C(=O)=O.CC(C)=O.CCN(S(F)(F)[F:40])CC.[Cl:43]CCl, predict the reaction product. The product is: [ClH:43].[CH3:1][O:2][C:3]1[CH:8]=[CH:7][C:6]([CH:9]([N:11]2[CH2:16][CH2:15][C:14]([CH2:18][C:19](=[O:26])[C:20]3[CH:25]=[CH:24][CH:23]=[CH:22][CH:21]=3)([F:40])[CH2:13][CH2:12]2)[CH3:10])=[CH:5][CH:4]=1. (5) Given the reactants [NH2:1][C:2]1[C:7]([NH:8][C:9]2[C:10]([CH3:19])=[C:11]([CH:16]=[CH:17][CH:18]=2)[C:12]([O:14][CH3:15])=[O:13])=[C:6]([F:20])[C:5]([F:21])=[CH:4][CH:3]=1.O([C:23]([C:25]([F:28])([F:27])[F:26])=O)[C:23]([C:25]([F:28])([F:27])[F:26])=O.[C:23](O)([C:25]([F:28])([F:27])[F:26])=O, predict the reaction product. The product is: [F:21][C:5]1[CH:4]=[CH:3][C:2]2[N:1]=[C:23]([C:25]([F:28])([F:27])[F:26])[N:8]([C:9]3[C:10]([CH3:19])=[C:11]([CH:16]=[CH:17][CH:18]=3)[C:12]([O:14][CH3:15])=[O:13])[C:7]=2[C:6]=1[F:20]. (6) Given the reactants C([O:3][C:4](=[O:36])[CH:5]([CH2:34][CH3:35])[CH2:6][C:7]1[CH:12]=[CH:11][C:10]([O:13][CH3:14])=[C:9]([C:15](=[O:33])[CH:16](C(OCC)=O)[CH2:17][C:18]2[CH:23]=[CH:22][C:21]([C:24]([F:27])([F:26])[F:25])=[CH:20][CH:19]=2)[CH:8]=1)C.Cl, predict the reaction product. The product is: [CH2:34]([CH:5]([CH2:6][C:7]1[CH:12]=[CH:11][C:10]([O:13][CH3:14])=[C:9]([C:15](=[O:33])[CH2:16][CH2:17][C:18]2[CH:19]=[CH:20][C:21]([C:24]([F:26])([F:25])[F:27])=[CH:22][CH:23]=2)[CH:8]=1)[C:4]([OH:36])=[O:3])[CH3:35]. (7) Given the reactants [F:1][C:2]([F:7])([CH3:6])[C:3](O)=[O:4].C1C=CC2N(O)N=NC=2C=1.CCN=C=NCCCN(C)C.ClC1C=C(C=CC=1OC)C[N:34]1[CH2:39][CH2:38][CH:37]([NH:40][C:41]([N:43]2[CH2:48][CH2:47][C:46](=[CH:49][C:50]3[CH:55]=[C:54]([F:56])[CH:53]=[CH:52][C:51]=3[F:57])[CH2:45][CH2:44]2)=[O:42])[CH2:36][CH2:35]1.CCN(CC)CC, predict the reaction product. The product is: [F:57][C:51]1[CH:52]=[CH:53][C:54]([F:56])=[CH:55][C:50]=1[CH:49]=[C:46]1[CH2:47][CH2:48][N:43]([C:41]([NH:40][CH:37]2[CH2:36][CH2:35][N:34]([C:3](=[O:4])[C:2]([F:7])([F:1])[CH3:6])[CH2:39][CH2:38]2)=[O:42])[CH2:44][CH2:45]1.